Dataset: Reaction yield outcomes from USPTO patents with 853,638 reactions. Task: Predict the reaction yield, written as a fraction of the theoretical maximum amount of product (1.0 means a 100% yield; for example, 0.34 means a 34% yield). (1) The reactants are [CH:1]1[C:10]2[CH2:9][CH2:8][CH:7]=[CH:6][C:5]=2[CH:4]=[CH:3][C:2]=1[OH:11].C(N(CC)CC)C.[S:19](O[S:19]([C:22]([F:25])([F:24])[F:23])(=[O:21])=[O:20])([C:22]([F:25])([F:24])[F:23])(=[O:21])=[O:20]. The catalyst is C(Cl)Cl. The product is [F:23][C:22]([F:25])([F:24])[S:19]([O:11][C:2]1[CH:3]=[CH:4][C:5]2[CH:6]=[CH:7][CH2:8][CH2:9][C:10]=2[CH:1]=1)(=[O:21])=[O:20]. The yield is 0.880. (2) No catalyst specified. The reactants are [CH:1]1([C:8]([CH:10]([C:14]2[CH:19]=[CH:18][CH:17]=[CH:16][CH:15]=2)[CH2:11][CH:12]=O)=[O:9])[CH2:7][CH2:6][CH2:5][CH2:4][CH2:3][CH2:2]1.[CH3:20][O:21][C:22]1[CH:27]=[CH:26][CH:25]=[CH:24][C:23]=1[N:28]1[CH2:33][CH2:32][NH:31][CH2:30][CH2:29]1.[Na]. The product is [CH3:20][O:21][C:22]1[CH:27]=[CH:26][CH:25]=[CH:24][C:23]=1[N:28]1[CH2:33][CH2:32][N:31]([CH2:12][CH2:11][CH:10]([C:8]([CH:1]2[CH2:7][CH2:6][CH2:5][CH2:4][CH2:3][CH2:2]2)=[O:9])[C:14]2[CH:19]=[CH:18][CH:17]=[CH:16][CH:15]=2)[CH2:30][CH2:29]1. The yield is 0.700. (3) The reactants are [O:1]([C:8]1[CH:9]=[C:10]([CH:12]=[CH:13][CH:14]=1)[NH2:11])[C:2]1[CH:7]=[CH:6][CH:5]=[CH:4][CH:3]=1.[F:15][C:16]([F:21])([F:20])[CH:17]1[O:19][CH2:18]1. No catalyst specified. The product is [O:1]([C:8]1[CH:9]=[C:10]([NH:11][CH2:18][CH:17]([OH:19])[C:16]([F:21])([F:20])[F:15])[CH:12]=[CH:13][CH:14]=1)[C:2]1[CH:3]=[CH:4][CH:5]=[CH:6][CH:7]=1. The yield is 0.710.